Dataset: Catalyst prediction with 721,799 reactions and 888 catalyst types from USPTO. Task: Predict which catalyst facilitates the given reaction. (1) Reactant: [NH2:1][C:2]1([CH2:7][N:8]2[CH2:13][CH2:12][CH:11]([CH2:14][NH:15][C:16](=[O:31])[C:17]3[CH:22]=[C:21]([C:23]([F:26])([F:25])[F:24])[CH:20]=[C:19]([C:27]([F:30])([F:29])[F:28])[CH:18]=3)[CH2:10][CH2:9]2)[CH2:6][CH2:5][CH2:4][CH2:3]1.CCN(C(C)C)C(C)C.Cl[C:42]([O:44][CH2:45][CH3:46])=[O:43]. Product: [F:30][C:27]([F:28])([F:29])[C:19]1[CH:18]=[C:17]([CH:22]=[C:21]([C:23]([F:24])([F:25])[F:26])[CH:20]=1)[C:16]([NH:15][CH2:14][CH:11]1[CH2:12][CH2:13][N:8]([CH2:7][C:2]2([NH:1][C:42](=[O:43])[O:44][CH2:45][CH3:46])[CH2:6][CH2:5][CH2:4][CH2:3]2)[CH2:9][CH2:10]1)=[O:31]. The catalyst class is: 124. (2) Reactant: [Cl:1][C:2]1[C:6]2[NH:7][C:8]([C:10]([O:12]C)=[O:11])=[CH:9][C:5]=2[S:4][CH:3]=1.[OH-].[Li+]. Product: [C:10]([C:8]1[NH:7][C:6]2[C:2]([Cl:1])=[CH:3][S:4][C:5]=2[CH:9]=1)([OH:12])=[O:11]. The catalyst class is: 5. (3) Reactant: C([N:8]1[CH2:21][CH2:20][C:19]2[C:18]3[C:13](=[CH:14][CH:15]=[C:16]4[O:25][CH2:24][CH:23]=[CH:22][C:17]4=3)[N:12]([CH2:26][CH2:27][CH2:28][CH2:29][O:30][C:31]3[CH:36]=[CH:35][CH:34]=[CH:33][CH:32]=3)[C:11]=2[CH2:10][CH2:9]1)C1C=CC=CC=1.[ClH:37]. Product: [ClH:37].[O:30]([CH2:29][CH2:28][CH2:27][CH2:26][N:12]1[C:13]2[C:18](=[C:17]3[CH2:22][CH2:23][CH2:24][O:25][C:16]3=[CH:15][CH:14]=2)[C:19]2[CH2:20][CH2:21][NH:8][CH2:9][CH2:10][C:11]1=2)[C:31]1[CH:32]=[CH:33][CH:34]=[CH:35][CH:36]=1. The catalyst class is: 29. (4) Reactant: [NH2:1][C:2]1[CH:3]=[CH:4][C:5]([O:29][CH3:30])=[C:6]([CH:28]=1)[CH2:7][N:8]1[CH2:13][CH2:12][C:11](=[O:14])[CH:10]([CH:15]([C:22]2[CH:27]=[CH:26][CH:25]=[CH:24][CH:23]=2)[C:16]2[CH:21]=[CH:20][CH:19]=[CH:18][CH:17]=2)[CH2:9]1.N1C=CC=CC=1.[CH2:37]([S:40](Cl)(=[O:42])=[O:41])[CH2:38][CH3:39]. Product: [CH:15]([CH:10]1[C:11](=[O:14])[CH2:12][CH2:13][N:8]([CH2:7][C:6]2[CH:28]=[C:2]([NH:1][S:40]([CH2:37][CH2:38][CH3:39])(=[O:42])=[O:41])[CH:3]=[CH:4][C:5]=2[O:29][CH3:30])[CH2:9]1)([C:22]1[CH:27]=[CH:26][CH:25]=[CH:24][CH:23]=1)[C:16]1[CH:21]=[CH:20][CH:19]=[CH:18][CH:17]=1. The catalyst class is: 6.